Dataset: Full USPTO retrosynthesis dataset with 1.9M reactions from patents (1976-2016). Task: Predict the reactants needed to synthesize the given product. (1) Given the product [C:1]([O:5][C:6]([N:8]1[C:12]2=[N:13][C:14]([O:17][C:18]3[CH:23]=[CH:22][C:21]([F:24])=[CH:20][C:19]=3[F:25])=[N:15][CH:16]=[C:11]2[C:10]([O:26][CH:33]([CH3:35])[CH3:34])=[N:9]1)=[O:7])([CH3:4])([CH3:2])[CH3:3], predict the reactants needed to synthesize it. The reactants are: [C:1]([O:5][C:6]([N:8]1[C:12]2=[N:13][C:14]([O:17][C:18]3[CH:23]=[CH:22][C:21]([F:24])=[CH:20][C:19]=3[F:25])=[N:15][CH:16]=[C:11]2[C:10]([OH:26])=[N:9]1)=[O:7])([CH3:4])([CH3:3])[CH3:2].C([O-])([O-])=O.[K+].[K+].[CH:33](Br)([CH3:35])[CH3:34]. (2) Given the product [Cl:19][C:6]1[C:7]([CH3:18])=[CH:8][C:9]([N:11]2[CH2:16][CH2:15][N:14]([CH3:17])[CH2:13][CH2:12]2)=[CH:10][C:5]=1[CH2:4][C:3]([NH2:21])=[O:2], predict the reactants needed to synthesize it. The reactants are: C[O:2][C:3](=O)[CH2:4][C:5]1[CH:10]=[C:9]([N:11]2[CH2:16][CH2:15][N:14]([CH3:17])[CH2:13][CH2:12]2)[CH:8]=[C:7]([CH3:18])[C:6]=1[Cl:19].[NH4+:21].[OH-].